Dataset: Reaction yield outcomes from USPTO patents with 853,638 reactions. Task: Predict the reaction yield, written as a fraction of the theoretical maximum amount of product (1.0 means a 100% yield; for example, 0.34 means a 34% yield). (1) The yield is 0.700. The reactants are [Cl:1][C:2]1[CH:7]=[CH:6][CH:5]=[C:4]([CH3:8])[C:3]=1[S:9]([N:12]([CH:16]1[CH2:18][CH2:17]1)[CH2:13][CH2:14][OH:15])(=[O:11])=[O:10].[OH-].[Na+].Br[CH2:22][C:23]([O:25][C:26]([CH3:29])([CH3:28])[CH3:27])=[O:24]. The catalyst is ClCCl.[Cl-].C([N+](CCCC)(CCCC)CCCC)CCC. The product is [Cl:1][C:2]1[CH:7]=[CH:6][CH:5]=[C:4]([CH3:8])[C:3]=1[S:9]([N:12]([CH2:13][CH2:14][O:15][CH2:22][C:23]([O:25][C:26]([CH3:29])([CH3:28])[CH3:27])=[O:24])[CH:16]1[CH2:18][CH2:17]1)(=[O:11])=[O:10]. (2) The reactants are C([O:3][C:4](=[O:32])[C:5]([CH3:31])([CH3:30])[CH2:6][CH2:7][CH2:8][CH2:9][CH2:10][CH2:11][CH2:12][C:13](=[O:29])[CH2:14][CH2:15][CH2:16][CH2:17][CH2:18][CH2:19][CH2:20][C:21]([CH3:28])([CH3:27])[C:22]([O:24]CC)=[O:23])C.[OH-].[K+]. The catalyst is CCO.O. The product is [CH3:30][C:5]([CH3:31])([CH2:6][CH2:7][CH2:8][CH2:9][CH2:10][CH2:11][CH2:12][C:13](=[O:29])[CH2:14][CH2:15][CH2:16][CH2:17][CH2:18][CH2:19][CH2:20][C:21]([CH3:28])([CH3:27])[C:22]([OH:24])=[O:23])[C:4]([OH:32])=[O:3]. The yield is 0.740. (3) The reactants are [C:1](=[O:42])(OC1C=CC([N+]([O-])=O)=CC=1)[O:2][C@H:3]1[CH2:7][C@H:6]([C:8]2[N:12]3[C:13]4[CH:19]=[CH:18][N:17](S(C5C=CC(C)=CC=5)(=O)=O)[C:14]=4[N:15]=[CH:16][C:11]3=[N:10][N:9]=2)[C@H:5]([CH2:30][CH3:31])[CH2:4]1.[CH:43]1([NH2:46])[CH2:45][CH2:44]1.[OH-].[Na+]. The catalyst is O1CCOCC1. The product is [CH:43]1([NH:46][C:1](=[O:42])[O:2][C@H:3]2[CH2:7][C@H:6]([C:8]3[N:12]4[C:13]5[CH:19]=[CH:18][NH:17][C:14]=5[N:15]=[CH:16][C:11]4=[N:10][N:9]=3)[C@H:5]([CH2:30][CH3:31])[CH2:4]2)[CH2:45][CH2:44]1. The yield is 0.670. (4) The reactants are [CH3:1][C:2]1[S:6][C:5]([NH:7][S:8]([C:11]2[CH:16]=[CH:15][C:14]([N+:17]([O-])=O)=[CH:13][CH:12]=2)(=[O:10])=[O:9])=[N:4][N:3]=1.O. The catalyst is CCO.Cl.[Fe]. The product is [NH2:17][C:14]1[CH:15]=[CH:16][C:11]([S:8]([NH:7][C:5]2[S:6][C:2]([CH3:1])=[N:3][N:4]=2)(=[O:10])=[O:9])=[CH:12][CH:13]=1. The yield is 1.00. (5) The reactants are [Cl-].O[NH3+:3].[C:4](=[O:7])([O-])[OH:5].[Na+].CS(C)=O.[F:13][C:14]1[CH:47]=[CH:46][C:45]([F:48])=[CH:44][C:15]=1[O:16][C:17]1[C:22](=[O:23])[N:21]([CH2:24][C:25]2[CH:30]=[CH:29][C:28]([C:31]3[C:32]([C:37]#[N:38])=[CH:33][CH:34]=[CH:35][CH:36]=3)=[CH:27][CH:26]=2)[C:20]([CH2:39][CH2:40][CH3:41])=[N:19][C:18]=1[CH2:42][CH3:43]. The catalyst is C(OCC)(=O)C. The product is [F:13][C:14]1[CH:47]=[CH:46][C:45]([F:48])=[CH:44][C:15]=1[O:16][C:17]1[C:22](=[O:23])[N:21]([CH2:24][C:25]2[CH:26]=[CH:27][C:28]([C:31]3[CH:36]=[CH:35][CH:34]=[CH:33][C:32]=3[C:37]3[NH:3][C:4](=[O:7])[O:5][N:38]=3)=[CH:29][CH:30]=2)[C:20]([CH2:39][CH2:40][CH3:41])=[N:19][C:18]=1[CH2:42][CH3:43]. The yield is 0.570. (6) The reactants are [CH3:1][O:2][C:3]1[CH:8]=[CH:7][C:6]([CH2:9][CH2:10][CH3:11])=[CH:5][C:4]=1[O:12][CH3:13].C(C1C(=O)C(Cl)=C(Cl)C(=[O:19])C=1C#N)#N.C(O)(=O)C. The catalyst is O1CCOCC1. The product is [CH3:13][O:12][C:4]1[CH:5]=[C:6]([CH:7]=[CH:8][C:3]=1[O:2][CH3:1])[CH:9]=[CH:10][CH:11]=[O:19]. The yield is 0.600.